From a dataset of Full USPTO retrosynthesis dataset with 1.9M reactions from patents (1976-2016). Predict the reactants needed to synthesize the given product. (1) Given the product [O-:7][C:1]1[CH:6]=[CH:5][CH:4]=[CH:3][CH:2]=1.[O-:7][C:1]1[CH:6]=[CH:5][CH:4]=[CH:3][CH:2]=1.[CH3:8][Al+2:9], predict the reactants needed to synthesize it. The reactants are: [C:1]1([OH:7])[CH:6]=[CH:5][CH:4]=[CH:3][CH:2]=1.[CH3:8][Al:9](C)C. (2) Given the product [F:22][C:23]1[CH:24]=[C:25]2[C:29](=[CH:30][CH:31]=1)[NH:28][C:27]([C:32]([NH:1][CH:2]1[CH2:3][CH2:4][N:5]([CH2:8][CH2:9][N:10]3[C:19]4[C:14](=[CH:15][CH:16]=[C:17]([F:20])[CH:18]=4)[N:13]=[CH:12][C:11]3=[O:21])[CH2:6][CH2:7]1)=[O:33])=[CH:26]2, predict the reactants needed to synthesize it. The reactants are: [NH2:1][CH:2]1[CH2:7][CH2:6][N:5]([CH2:8][CH2:9][N:10]2[C:19]3[C:14](=[CH:15][CH:16]=[C:17]([F:20])[CH:18]=3)[N:13]=[CH:12][C:11]2=[O:21])[CH2:4][CH2:3]1.[F:22][C:23]1[CH:24]=[C:25]2[C:29](=[CH:30][CH:31]=1)[NH:28][C:27]([C:32](O)=[O:33])=[CH:26]2.CC[N+](CCCN(C)C)=C=N.O.ON1C2C=CC=CC=2N=N1. (3) Given the product [C:19]([O:18][C:16]([N:13]1[CH2:14][CH2:15][C:10]([CH2:23][CH:24]([CH3:26])[CH3:25])([C:8]([OH:9])=[O:7])[CH2:11][CH2:12]1)=[O:17])([CH3:22])([CH3:21])[CH3:20], predict the reactants needed to synthesize it. The reactants are: [OH-].[K+].[OH-].[Na+].C([O:7][C:8]([C:10]1([CH2:23][CH:24]([CH3:26])[CH3:25])[CH2:15][CH2:14][N:13]([C:16]([O:18][C:19]([CH3:22])([CH3:21])[CH3:20])=[O:17])[CH2:12][CH2:11]1)=[O:9])C. (4) Given the product [C:35]([NH:2][C@H:3]1[CH2:8][CH2:7][C@H:6]([NH:9][C:10]([C:12]2[C:16]3=[N:17][CH:18]=[CH:19][C:20]([C:21]4[CH:26]=[CH:25][C:24]([O:27][CH3:28])=[CH:23][C:22]=4[O:29][CH2:30][CH:31]4[CH2:32][CH2:33]4)=[C:15]3[NH:14][C:13]=2[CH3:34])=[O:11])[CH2:5][CH2:4]1)(=[O:37])[CH3:36], predict the reactants needed to synthesize it. The reactants are: Cl.[NH2:2][C@H:3]1[CH2:8][CH2:7][C@H:6]([NH:9][C:10]([C:12]2[C:16]3=[N:17][CH:18]=[CH:19][C:20]([C:21]4[CH:26]=[CH:25][C:24]([O:27][CH3:28])=[CH:23][C:22]=4[O:29][CH2:30][CH:31]4[CH2:33][CH2:32]4)=[C:15]3[NH:14][C:13]=2[CH3:34])=[O:11])[CH2:5][CH2:4]1.[C:35](Cl)(=[O:37])[CH3:36]. (5) Given the product [O:2]1[CH2:6][CH2:5][CH:4]([CH2:7][NH:8][C:32]([C:29]2[CH:28]=[C:27]([CH2:26][O:25][CH2:24]/[CH:23]=[CH:22]/[C:16]3[CH:17]=[CH:18][CH:19]=[CH:20][CH:21]=3)[O:31][N:30]=2)=[O:33])[CH2:3]1, predict the reactants needed to synthesize it. The reactants are: Cl.[O:2]1[CH2:6][CH2:5][CH:4]([CH2:7][NH2:8])[CH2:3]1.C(N(CC)CC)C.[C:16]1(/[CH:22]=[CH:23]/[CH2:24][O:25][CH2:26][C:27]2[O:31][N:30]=[C:29]([C:32](O)=[O:33])[CH:28]=2)[CH:21]=[CH:20][CH:19]=[CH:18][CH:17]=1.ON1C2C=CC=CC=2N=N1.Cl.C(N=C=NCCCN(C)C)C.Cl. (6) The reactants are: Br[C:2]1[CH:3]=[CH:4][C:5]([O:10][C@H:11]2[CH2:16][CH2:15][N:14]([C:17]([C:19]3[N:20]=[N:21][N:22]([CH3:24])[CH:23]=3)=[O:18])[CH2:13][C@H:12]2[F:25])=[C:6]([CH:9]=1)[C:7]#[N:8].[B:26]1([B:26]2[O:30][C:29]([CH3:32])([CH3:31])[C:28]([CH3:34])([CH3:33])[O:27]2)[O:30][C:29]([CH3:32])([CH3:31])[C:28]([CH3:34])([CH3:33])[O:27]1.C([O-])(=O)C.[K+]. Given the product [F:25][C@H:12]1[C@@H:11]([O:10][C:5]2[CH:4]=[CH:3][C:2]([B:26]3[O:30][C:29]([CH3:32])([CH3:31])[C:28]([CH3:34])([CH3:33])[O:27]3)=[CH:9][C:6]=2[C:7]#[N:8])[CH2:16][CH2:15][N:14]([C:17]([C:19]2[N:20]=[N:21][N:22]([CH3:24])[CH:23]=2)=[O:18])[CH2:13]1, predict the reactants needed to synthesize it. (7) Given the product [CH3:54][O:55][C:56](=[O:71])[CH2:57][C:58]1([C:64]2[CH:65]=[CH:66][C:67]([NH:70][C:20](=[O:21])[CH2:19][C:4]3[CH:3]=[C:2]([CH3:1])[C:7]4[N:8]=[C:9]([NH:11][C:12]5[CH:17]=[CH:16][CH:15]=[CH:14][C:13]=5[CH3:18])[O:10][C:6]=4[CH:5]=3)=[CH:68][CH:69]=2)[CH2:59][CH2:60][O:61][CH2:62][CH2:63]1, predict the reactants needed to synthesize it. The reactants are: [CH3:1][C:2]1[C:7]2[N:8]=[C:9]([NH:11][C:12]3[CH:17]=[CH:16][CH:15]=[CH:14][C:13]=3[CH3:18])[O:10][C:6]=2[CH:5]=[C:4]([CH2:19][C:20](O)=[O:21])[CH:3]=1.F[P-](F)(F)(F)(F)F.N1(OC(N(C)C)=[N+](C)C)C2N=CC=CC=2N=N1.FC(F)(F)C(O)=O.[CH3:54][O:55][C:56](=[O:71])[CH2:57][C:58]1([C:64]2[CH:69]=[CH:68][C:67]([NH2:70])=[CH:66][CH:65]=2)[CH2:63][CH2:62][O:61][CH2:60][CH2:59]1. (8) Given the product [NH2:1][C:2]1[CH:7]=[CH:6][N:5]([C@H:8]2[O:12][C@H:11]([O:13][C:14](=[O:43])[N:15]([CH3:42])[CH2:16][CH2:17][NH:18][C:19](=[O:41])[CH2:20][CH2:21][CH2:22]/[CH:23]=[CH:24]\[CH2:25]/[CH:26]=[CH:27]\[CH2:28]/[CH:29]=[CH:30]\[CH2:31]/[CH:32]=[CH:33]\[CH2:34]/[CH:35]=[CH:36]\[CH2:37][CH3:38])[S:10][CH2:9]2)[C:4](=[O:44])[N:3]=1, predict the reactants needed to synthesize it. The reactants are: [NH2:1][C:2]1[CH:7]=[CH:6][N:5]([C@H:8]2[O:12][C@H:11]([O:13][C:14](=[O:43])[N:15]([CH3:42])[CH2:16][CH2:17][NH:18][C:19](=[O:41])[CH2:20][CH2:21]/[CH:22]=[CH:23]\[CH2:24]/[CH:25]=[CH:26]\[CH2:27]/[CH:28]=[CH:29]\[CH2:30]/[CH:31]=[CH:32]\[CH2:33]/[CH:34]=[CH:35]\[CH2:36]/[CH:37]=[CH:38]\CC)[S:10][CH2:9]2)[C:4](=[O:44])[N:3]=1.NCCNC(=O)CCC/C=C\C/C=C\C/C=C\C/C=C\C/C=C\CC. (9) Given the product [CH3:1][CH2:2][C:3]([C:5]([O:7][C@@H:8]1[C@@H:13]2[C@@H:14]([CH2:19][CH2:20][C@H:21]3[O:27][C:25](=[O:26])[CH2:24][C@H:23]([OH:28])[CH2:22]3)[C@@H:15]([CH3:18])[CH:16]=[CH:17][C:12]2=[CH:11][C@H:10]([CH3:29])[CH2:9]1)=[O:6])([CH3:30])[CH3:4], predict the reactants needed to synthesize it. The reactants are: [CH3:1][CH2:2][C@@H:3]([C:5]([O:7][C@@H:8]1[C@@H:13]2[C@@H:14]([CH2:19][CH2:20][C@H:21]3[O:27][C:25](=[O:26])[CH2:24][C@H:23]([OH:28])[CH2:22]3)[C@@H:15]([CH3:18])[CH:16]=[CH:17][C:12]2=[CH:11][C@H:10]([CH3:29])[CH2:9]1)=[O:6])[CH3:4].[C:30](N)(C)(C)C.Cl.